This data is from NCI-60 drug combinations with 297,098 pairs across 59 cell lines. The task is: Regression. Given two drug SMILES strings and cell line genomic features, predict the synergy score measuring deviation from expected non-interaction effect. (1) Drug 1: CC12CCC(CC1=CCC3C2CCC4(C3CC=C4C5=CN=CC=C5)C)O. Drug 2: C(=O)(N)NO. Cell line: RPMI-8226. Synergy scores: CSS=37.3, Synergy_ZIP=-4.90, Synergy_Bliss=0.471, Synergy_Loewe=-16.7, Synergy_HSA=-2.59. (2) Drug 1: CC1C(C(CC(O1)OC2CC(CC3=C2C(=C4C(=C3O)C(=O)C5=C(C4=O)C(=CC=C5)OC)O)(C(=O)C)O)N)O.Cl. Drug 2: C1CC(=O)NC(=O)C1N2C(=O)C3=CC=CC=C3C2=O. Cell line: SK-MEL-5. Synergy scores: CSS=22.5, Synergy_ZIP=-4.34, Synergy_Bliss=4.29, Synergy_Loewe=-20.0, Synergy_HSA=0.858. (3) Drug 1: CC1OCC2C(O1)C(C(C(O2)OC3C4COC(=O)C4C(C5=CC6=C(C=C35)OCO6)C7=CC(=C(C(=C7)OC)O)OC)O)O. Drug 2: C1C(C(OC1N2C=NC3=C2NC=NCC3O)CO)O. Cell line: K-562. Synergy scores: CSS=40.2, Synergy_ZIP=0.473, Synergy_Bliss=-0.0655, Synergy_Loewe=-20.4, Synergy_HSA=0.768. (4) Drug 1: CN(CC1=CN=C2C(=N1)C(=NC(=N2)N)N)C3=CC=C(C=C3)C(=O)NC(CCC(=O)O)C(=O)O. Drug 2: COC1=C2C(=CC3=C1OC=C3)C=CC(=O)O2. Cell line: BT-549. Synergy scores: CSS=14.2, Synergy_ZIP=-7.80, Synergy_Bliss=-3.87, Synergy_Loewe=-21.2, Synergy_HSA=-3.16. (5) Drug 1: C1CC(C1)(C(=O)O)C(=O)O.[NH2-].[NH2-].[Pt+2]. Drug 2: C1C(C(OC1N2C=NC(=NC2=O)N)CO)O. Cell line: U251. Synergy scores: CSS=13.3, Synergy_ZIP=0.988, Synergy_Bliss=2.39, Synergy_Loewe=-44.9, Synergy_HSA=-0.694. (6) Drug 1: CC1=C2C(C(=O)C3(C(CC4C(C3C(C(C2(C)C)(CC1OC(=O)C(C(C5=CC=CC=C5)NC(=O)OC(C)(C)C)O)O)OC(=O)C6=CC=CC=C6)(CO4)OC(=O)C)OC)C)OC. Drug 2: C1CC(=O)NC(=O)C1N2C(=O)C3=CC=CC=C3C2=O. Cell line: ACHN. Synergy scores: CSS=38.5, Synergy_ZIP=3.95, Synergy_Bliss=3.84, Synergy_Loewe=-21.2, Synergy_HSA=2.98.